From a dataset of Full USPTO retrosynthesis dataset with 1.9M reactions from patents (1976-2016). Predict the reactants needed to synthesize the given product. Given the product [F:1][C:2]1[CH:3]=[C:4]2[C:8](=[CH:9][CH:10]=1)[N:7]([CH2:11][C:12]1[C:21]3[C:16](=[CH:17][CH:18]=[CH:19][CH:20]=3)[CH:15]=[CH:14][CH:13]=1)[C:6]([C:22]([OH:23])=[O:27])=[C:5]2[CH2:25][C:24](=[O:26])[N:28]1[CH2:33][CH2:32][CH2:31][CH2:30][CH2:29]1, predict the reactants needed to synthesize it. The reactants are: [F:1][C:2]1[CH:3]=[C:4]2[C:8](=[CH:9][CH:10]=1)[N:7]([CH2:11][C:12]1[C:21]3[C:16](=[CH:17][CH:18]=[CH:19][CH:20]=3)[CH:15]=[CH:14][CH:13]=1)[C:6]1[C:22](=[O:27])[O:23][C:24](=[O:26])[CH2:25][C:5]2=1.[NH:28]1[CH2:33][CH2:32][CH2:31][CH2:30][CH2:29]1.